Dataset: Forward reaction prediction with 1.9M reactions from USPTO patents (1976-2016). Task: Predict the product of the given reaction. (1) Given the reactants C(OC(=O)[NH:7][C:8]1([C:12]2[CH:17]=[CH:16][C:15]([C:18]3[N:19]=[C:20]4[N:25]=[C:24]([O:26][CH3:27])[CH:23]=[CH:22][N:21]4[C:28]=3[C:29]3[CH:34]=[CH:33][CH:32]=[CH:31][CH:30]=3)=[CH:14][CH:13]=2)[CH2:11][CH2:10][CH2:9]1)(C)(C)C.Cl.[OH-].[Na+], predict the reaction product. The product is: [CH3:27][O:26][C:24]1[CH:23]=[CH:22][N:21]2[C:28]([C:29]3[CH:34]=[CH:33][CH:32]=[CH:31][CH:30]=3)=[C:18]([C:15]3[CH:14]=[CH:13][C:12]([C:8]4([NH2:7])[CH2:9][CH2:10][CH2:11]4)=[CH:17][CH:16]=3)[N:19]=[C:20]2[N:25]=1. (2) Given the reactants [Si:1]([O:8][CH2:9][CH2:10][C:11]1[CH:16]=[CH:15][C:14]([OH:17])=[C:13]([I:18])[CH:12]=1)([C:4]([CH3:7])([CH3:6])[CH3:5])([CH3:3])[CH3:2].[CH2:19]([O:23][CH2:24][C:25]1[CH:30]=[CH:29][CH:28]=[CH:27][CH:26]=1)[C@@H:20]1[O:22][CH2:21]1.C(=O)([O-])[O-].[K+].[K+], predict the reaction product. The product is: [CH2:24]([O:23][CH2:19][C@H:20]([OH:22])[CH2:21][O:17][C:14]1[CH:15]=[CH:16][C:11]([CH2:10][CH2:9][O:8][Si:1]([C:4]([CH3:6])([CH3:7])[CH3:5])([CH3:3])[CH3:2])=[CH:12][C:13]=1[I:18])[C:25]1[CH:30]=[CH:29][CH:28]=[CH:27][CH:26]=1. (3) Given the reactants [NH2:1][C:2]1([C:15]#[N:16])[CH2:7][CH2:6][CH2:5][N:4]([CH2:8][C:9]2[CH:14]=[CH:13][CH:12]=[CH:11][CH:10]=2)[CH2:3]1.[H-].C([Al+]CC(C)C)C(C)C.C(Cl)Cl.CO.[NH4+].[OH-], predict the reaction product. The product is: [NH2:16][CH2:15][C:2]1([NH2:1])[CH2:7][CH2:6][CH2:5][N:4]([CH2:8][C:9]2[CH:14]=[CH:13][CH:12]=[CH:11][CH:10]=2)[CH2:3]1.